From a dataset of Reaction yield outcomes from USPTO patents with 853,638 reactions. Predict the reaction yield, written as a fraction of the theoretical maximum amount of product (1.0 means a 100% yield; for example, 0.34 means a 34% yield). (1) The reactants are [BH4-].[Na+].FC(F)(F)C(O)=O.FC(F)(F)C(O[BH3-])=O.[Br:18][C:19]1[CH:24]=[CH:23][C:22]([C:25](=[N:31]OC)[C:26](OCC)=[O:27])=[C:21]([CH3:34])[CH:20]=1.[ClH:35].[OH-].[Na+]. The catalyst is C1COCC1.O.C(Cl)Cl. The product is [Cl-:35].[Br:18][C:19]1[CH:24]=[CH:23][C:22]([CH:25]([NH3+:31])[CH2:26][OH:27])=[C:21]([CH3:34])[CH:20]=1. The yield is 0.580. (2) The product is [C:26]([O:25][C:23]([N:1]1[C:5](=[O:6])[CH2:4][CH2:3][C@H:2]1[C:7]([O:9][C:10]([CH3:13])([CH3:12])[CH3:11])=[O:8])=[O:24])([CH3:29])([CH3:28])[CH3:27]. The catalyst is C(#N)C. The reactants are [NH:1]1[C:5](=[O:6])[CH2:4][CH2:3][C@H:2]1[C:7]([O:9][C:10]([CH3:13])([CH3:12])[CH3:11])=[O:8].CN(C1C=CC=CN=1)C.[C:23](O[C:23]([O:25][C:26]([CH3:29])([CH3:28])[CH3:27])=[O:24])([O:25][C:26]([CH3:29])([CH3:28])[CH3:27])=[O:24]. The yield is 0.950. (3) The reactants are [Br:1][C:2]1[C:7]([C:8]([OH:10])=[O:9])=[C:6]([F:11])[C:5]([C@H:12]2[CH2:17][CH2:16][C@H:15]([CH2:18][CH2:19][CH2:20][CH2:21][CH3:22])[CH2:14][CH2:13]2)=[CH:4][CH:3]=1.[C:23](=O)([O-])[O-].[K+].[K+].CI. The catalyst is CC(C)=O. The product is [Br:1][C:2]1[C:7]([C:8]([O:10][CH3:23])=[O:9])=[C:6]([F:11])[C:5]([CH:12]2[CH2:17][CH2:16][CH:15]([CH2:18][CH2:19][CH2:20][CH2:21][CH3:22])[CH2:14][CH2:13]2)=[CH:4][CH:3]=1. The yield is 1.00. (4) The reactants are [NH2:1][NH2:2].[CH3:3][O:4][C:5]1[CH:10]=[CH:9][C:8]([C:11]2[CH:19]=[CH:18][CH:17]=[CH:16][C:12]=2[C:13](O)=O)=[CH:7][CH:6]=1.[CH2:20]([OH:22])C. No catalyst specified. The product is [CH3:3][O:4][C:5]1[CH:6]=[CH:7][C:8]([C:11]2[C:19]3[C:13](=[CH:12][CH:16]=[CH:17][CH:18]=3)[C:20](=[O:22])[NH:2][N:1]=2)=[CH:9][CH:10]=1. The yield is 0.550. (5) The reactants are [CH3:1][O:2][C:3]1[CH:55]=[CH:54][C:6]([C:7]([NH:20][C:21]2[N:29]=[CH:28][N:27]=[C:26]3[C:22]=2[N:23]=[CH:24][N:25]3[C@H:30]2[O:43][C@@H:42]([CH2:44][O:45]C(=O)C3C=CC=CC=3)[C@@H:32]([O:33]C(=O)C3C=CC=CC=3)[CH2:31]2)([C:14]2[CH:19]=[CH:18][CH:17]=[CH:16][CH:15]=2)[C:8]2[CH:13]=[CH:12][CH:11]=[CH:10][CH:9]=2)=[CH:5][CH:4]=1. The catalyst is N. The product is [CH3:1][O:2][C:3]1[CH:4]=[CH:5][C:6]([C:7]([NH:20][C:21]2[N:29]=[CH:28][N:27]=[C:26]3[C:22]=2[N:23]=[CH:24][N:25]3[C@H:30]2[O:43][C@@H:42]([CH2:44][OH:45])[C@@H:32]([OH:33])[CH2:31]2)([C:14]2[CH:15]=[CH:16][CH:17]=[CH:18][CH:19]=2)[C:8]2[CH:9]=[CH:10][CH:11]=[CH:12][CH:13]=2)=[CH:54][CH:55]=1. The yield is 0.980.